This data is from Peptide-MHC class I binding affinity with 185,985 pairs from IEDB/IMGT. The task is: Regression. Given a peptide amino acid sequence and an MHC pseudo amino acid sequence, predict their binding affinity value. This is MHC class I binding data. (1) The peptide sequence is WTLMYFHRR. The MHC is HLA-A31:01 with pseudo-sequence HLA-A31:01. The binding affinity (normalized) is 0.963. (2) The MHC is HLA-A02:03 with pseudo-sequence HLA-A02:03. The binding affinity (normalized) is 0.202. The peptide sequence is DTDIVNNFIT. (3) The peptide sequence is MEKTHNLMA. The MHC is HLA-B45:06 with pseudo-sequence HLA-B45:06. The binding affinity (normalized) is 0.213. (4) The peptide sequence is RYSHWTKL. The MHC is HLA-C04:01 with pseudo-sequence HLA-C04:01. The binding affinity (normalized) is 0.0847. (5) The peptide sequence is TMSAEVAELY. The MHC is Mamu-A11 with pseudo-sequence Mamu-A11. The binding affinity (normalized) is 0. (6) The peptide sequence is PTPLDILAQAV. The MHC is Mamu-A01 with pseudo-sequence Mamu-A01. The binding affinity (normalized) is 0.457. (7) The peptide sequence is KAEVSMHEV. The MHC is HLA-A30:02 with pseudo-sequence HLA-A30:02. The binding affinity (normalized) is 0. (8) The peptide sequence is KPINLSNSV. The MHC is HLA-B35:01 with pseudo-sequence HLA-B35:01. The binding affinity (normalized) is 0.516. (9) The binding affinity (normalized) is 0.0656. The peptide sequence is MVNETSSCIA. The MHC is Mamu-B03 with pseudo-sequence Mamu-B03.